This data is from NCI-60 drug combinations with 297,098 pairs across 59 cell lines. The task is: Regression. Given two drug SMILES strings and cell line genomic features, predict the synergy score measuring deviation from expected non-interaction effect. (1) Drug 1: C1=C(C(=O)NC(=O)N1)N(CCCl)CCCl. Drug 2: C1=NNC2=C1C(=O)NC=N2. Cell line: HOP-62. Synergy scores: CSS=14.9, Synergy_ZIP=1.51, Synergy_Bliss=2.95, Synergy_Loewe=-19.5, Synergy_HSA=2.44. (2) Drug 1: CC1=C(C(CCC1)(C)C)C=CC(=CC=CC(=CC(=O)O)C)C. Drug 2: CCC(=C(C1=CC=CC=C1)C2=CC=C(C=C2)OCCN(C)C)C3=CC=CC=C3.C(C(=O)O)C(CC(=O)O)(C(=O)O)O. Cell line: SF-539. Synergy scores: CSS=13.2, Synergy_ZIP=-4.57, Synergy_Bliss=-0.673, Synergy_Loewe=-7.41, Synergy_HSA=-0.527. (3) Drug 1: CC1=C2C(C(=O)C3(C(CC4C(C3C(C(C2(C)C)(CC1OC(=O)C(C(C5=CC=CC=C5)NC(=O)OC(C)(C)C)O)O)OC(=O)C6=CC=CC=C6)(CO4)OC(=O)C)OC)C)OC. Drug 2: CC1CCCC2(C(O2)CC(NC(=O)CC(C(C(=O)C(C1O)C)(C)C)O)C(=CC3=CSC(=N3)C)C)C. Cell line: RPMI-8226. Synergy scores: CSS=46.5, Synergy_ZIP=-1.10, Synergy_Bliss=-3.25, Synergy_Loewe=-14.7, Synergy_HSA=-3.94. (4) Drug 1: C1=NC2=C(N1)C(=S)N=CN2. Drug 2: CC1=C(C(=O)C2=C(C1=O)N3CC4C(C3(C2COC(=O)N)OC)N4)N. Cell line: OVCAR-8. Synergy scores: CSS=41.8, Synergy_ZIP=-0.623, Synergy_Bliss=-0.447, Synergy_Loewe=0.970, Synergy_HSA=3.82. (5) Drug 1: CC12CCC3C(C1CCC2=O)CC(=C)C4=CC(=O)C=CC34C. Drug 2: CC1C(C(=O)NC(C(=O)N2CCCC2C(=O)N(CC(=O)N(C(C(=O)O1)C(C)C)C)C)C(C)C)NC(=O)C3=C4C(=C(C=C3)C)OC5=C(C(=O)C(=C(C5=N4)C(=O)NC6C(OC(=O)C(N(C(=O)CN(C(=O)C7CCCN7C(=O)C(NC6=O)C(C)C)C)C)C(C)C)C)N)C. Cell line: CCRF-CEM. Synergy scores: CSS=67.3, Synergy_ZIP=0.864, Synergy_Bliss=5.81, Synergy_Loewe=7.28, Synergy_HSA=5.94. (6) Drug 1: CC1CCCC2(C(O2)CC(NC(=O)CC(C(C(=O)C(C1O)C)(C)C)O)C(=CC3=CSC(=N3)C)C)C. Drug 2: N.N.Cl[Pt+2]Cl. Cell line: IGROV1. Synergy scores: CSS=55.0, Synergy_ZIP=-4.65, Synergy_Bliss=-5.53, Synergy_Loewe=-2.01, Synergy_HSA=-0.608.